Dataset: Full USPTO retrosynthesis dataset with 1.9M reactions from patents (1976-2016). Task: Predict the reactants needed to synthesize the given product. Given the product [CH:24]([C:22]1[N:23]=[C:19]([CH2:18][CH2:17][C:15]2[CH:14]=[CH:13][N:10]3[C:11](=[O:12])[C:6]([C:36]4([C:34]([OH:48])=[O:35])[CH2:54][CH2:53]4)=[C:7]([N:27]4[CH2:32][CH2:31][O:30][CH2:29][CH2:28]4)[N:8]=[C:9]3[CH:16]=2)[S:20][CH:21]=1)([CH3:26])[CH3:25], predict the reactants needed to synthesize it. The reactants are: OCC1CC1[C:6]1[C:11](=[O:12])[N:10]2[CH:13]=[CH:14][C:15]([CH2:17][CH2:18][C:19]3[S:20][CH:21]=[C:22]([CH:24]([CH3:26])[CH3:25])[N:23]=3)=[CH:16][C:9]2=[N:8][C:7]=1[N:27]1[CH2:32][CH2:31][O:30][CH2:29][CH2:28]1.C[C:34]([CH3:36])=[O:35].OS(O)(=O)=O.O=[Cr](=O)=O.S([O-])([O-])(=[O:48])=S.[Na+].[Na+].[CH3:53][C:54](C)=O.